Dataset: Forward reaction prediction with 1.9M reactions from USPTO patents (1976-2016). Task: Predict the product of the given reaction. (1) Given the reactants Cl[C:2]1[CH:7]=[C:6]([O:8][C:9]2[CH:15]=[CH:14][C:12]([NH2:13])=[C:11]([F:16])[CH:10]=2)[CH:5]=[CH:4][N:3]=1.[C:17]([Si](C)(C)C)#[CH:18].O.C([O-])([O-])=O.[K+].[K+], predict the reaction product. The product is: [C:17]([C:2]1[CH:7]=[C:6]([O:8][C:9]2[CH:15]=[CH:14][C:12]([NH2:13])=[C:11]([F:16])[CH:10]=2)[CH:5]=[CH:4][N:3]=1)#[CH:18]. (2) Given the reactants [Br:1][C:2]1[CH:10]=[C:9]2[C:5]([CH2:6][CH2:7][C:8]2=[O:11])=[CH:4][CH:3]=1.Br[CH2:13][C:14]1[CH:19]=[CH:18][CH:17]=[CH:16][C:15]=1[CH2:20]Br.[H-].[Na+], predict the reaction product. The product is: [Br:1][C:2]1[CH:10]=[C:9]2[C:5]([CH2:6][C:7]3([CH2:20][C:15]4[C:14](=[CH:19][CH:18]=[CH:17][CH:16]=4)[CH2:13]3)[C:8]2=[O:11])=[CH:4][CH:3]=1. (3) The product is: [Br:1][C:2]1[N:6]=[CH:5][N:4]([C:7]2[CH:8]=[CH:9][C:10]([C:30]([F:33])([F:32])[F:31])=[CH:11][CH:12]=2)[N:3]=1. Given the reactants [Br:1][C:2]1[N:6]=[CH:5][N:4]([C:7]2[CH:12]=[CH:11][C:10](OC(C)C)=[CH:9][CH:8]=2)[N:3]=1.C(=O)([O-])[O-].[Cs+].[Cs+].IC1C=CC([C:30]([F:33])([F:32])[F:31])=CC=1, predict the reaction product. (4) Given the reactants [F:1][C:2]1[CH:7]=[C:6]([N+:8]([O-])=O)[CH:5]=[CH:4][C:3]=1[N:11]1[CH:15]=[CH:14][CH:13]=[N:12]1.C(OCC)(=O)C.[H][H], predict the reaction product. The product is: [F:1][C:2]1[C:3]([N:11]2[CH:15]=[CH:14][CH:13]=[N:12]2)=[CH:4][CH:5]=[C:6]([NH2:8])[CH:7]=1. (5) Given the reactants Cl.[CH3:2][C:3]1[N:4]=[C:5]([C:13]2[CH:18]=[CH:17][CH:16]=[CH:15][CH:14]=2)[N:6]2[C:11]=1[CH:10]=[N:9][C:8]([NH2:12])=[N:7]2.I[C:20]1[CH:25]=[CH:24][C:23]([N+:26]([O-:28])=[O:27])=[CH:22][CH:21]=1.C1C=CC(P(C2C=CC3C(=CC=CC=3)C=2C2C3C(=CC=CC=3)C=CC=2P(C2C=CC=CC=2)C2C=CC=CC=2)C2C=CC=CC=2)=CC=1.CC(C)([O-])C.[Na+], predict the reaction product. The product is: [CH3:2][C:3]1[N:4]=[C:5]([C:13]2[CH:14]=[CH:15][CH:16]=[CH:17][CH:18]=2)[N:6]2[C:11]=1[CH:10]=[N:9][C:8]([NH:12][C:20]1[CH:25]=[CH:24][C:23]([N+:26]([O-:28])=[O:27])=[CH:22][CH:21]=1)=[N:7]2. (6) Given the reactants [CH3:1][O:2][C:3]1[CH:8]=[CH:7][C:6]([NH:9][CH:10]=[C:11]2[C:16](=[O:17])OC(C)(C)OC2=O)=[CH:5][C:4]=1[O:21][CH2:22][CH2:23][O:24][CH3:25], predict the reaction product. The product is: [CH3:1][O:2][C:3]1[CH:8]=[C:7]2[C:6](=[CH:5][C:4]=1[O:21][CH2:22][CH2:23][O:24][CH3:25])[NH:9][CH:10]=[CH:11][C:16]2=[O:17]. (7) Given the reactants [F:1][C:2]1[CH:3]=[C:4]2[C:9](=[CH:10][CH:11]=1)[N:8]=[C:7]([NH:12][C:13](=[O:17])OCC)[C:6]([O:18][CH3:19])=[N:5]2.[CH3:20][C:21]1[CH:26]=[CH:25][CH:24]=[C:23]([CH3:27])[C:22]=1[N:28]1[CH2:33][CH2:32][NH:31][CH2:30][CH2:29]1, predict the reaction product. The product is: [F:1][C:2]1[CH:3]=[C:4]2[C:9](=[CH:10][CH:11]=1)[N:8]=[C:7]([NH:12][C:13]([N:31]1[CH2:32][CH2:33][N:28]([C:22]3[C:23]([CH3:27])=[CH:24][CH:25]=[CH:26][C:21]=3[CH3:20])[CH2:29][CH2:30]1)=[O:17])[C:6]([O:18][CH3:19])=[N:5]2.